Dataset: Forward reaction prediction with 1.9M reactions from USPTO patents (1976-2016). Task: Predict the product of the given reaction. Given the reactants [Cl:1][C:2]1[CH:7]=[C:6]([Cl:8])[CH:5]=[CH:4][C:3]=1[CH:9]([C:24]1[CH:29]=[CH:28][CH:27]=[CH:26][CH:25]=1)[O:10][C:11]1[CH:20]=[CH:19][C:18]([N+:21]([O-])=O)=[CH:17][C:12]=1[C:13]([O:15][CH3:16])=[O:14].[Cl-].[Ca+2].[Cl-], predict the reaction product. The product is: [NH2:21][C:18]1[CH:19]=[CH:20][C:11]([O:10][CH:9]([C:3]2[CH:4]=[CH:5][C:6]([Cl:8])=[CH:7][C:2]=2[Cl:1])[C:24]2[CH:25]=[CH:26][CH:27]=[CH:28][CH:29]=2)=[C:12]([CH:17]=1)[C:13]([O:15][CH3:16])=[O:14].